Dataset: Full USPTO retrosynthesis dataset with 1.9M reactions from patents (1976-2016). Task: Predict the reactants needed to synthesize the given product. (1) Given the product [O:48]1[CH2:53][CH2:52][CH:51]([C:54]2[CH:55]=[C:56]3[C:60](=[CH:61][CH:62]=2)[CH2:59][N:58]([C:7]([C:6]2[CH:10]=[CH:11][CH:12]=[CH:13][C:5]=2[O:4][C@@H:3]([CH3:14])[C:2]([F:1])([F:16])[F:15])=[O:9])[CH2:57]3)[CH2:50][CH2:49]1, predict the reactants needed to synthesize it. The reactants are: [F:1][C:2]([F:16])([F:15])[C@H:3]([CH3:14])[O:4][C:5]1[CH:13]=[CH:12][CH:11]=[CH:10][C:6]=1[C:7]([OH:9])=O.CN(C(ON1N=NC2C=CC=CC1=2)=[N+](C)C)C.[B-](F)(F)(F)F.C(N(C(C)C)C(C)C)C.[O:48]1[CH2:53][CH2:52][CH:51]([C:54]2[CH:55]=[C:56]3[C:60](=[CH:61][CH:62]=2)[CH2:59][NH:58][CH2:57]3)[CH2:50][CH2:49]1. (2) The reactants are: [C:1]([O:5][C:6](=[O:24])[NH:7][C:8]1[CH:13]=[C:12]([N:14]([CH3:18])[CH2:15][CH2:16][CH3:17])[C:11]([C:19]([F:22])([F:21])[F:20])=[CH:10][C:9]=1[NH2:23])([CH3:4])([CH3:3])[CH3:2].C([O:29][C:30](=O)[CH2:31][C:32](=[O:52])[C:33]1[CH:38]=[CH:37][CH:36]=[C:35]([N:39]2[C:43]([CH2:44][O:45][CH:46]3[CH2:51][CH2:50][CH2:49][CH2:48][O:47]3)=[CH:42][N:41]=[N:40]2)[CH:34]=1)(C)(C)C. Given the product [C:1]([O:5][C:6](=[O:24])[NH:7][C:8]1[CH:13]=[C:12]([N:14]([CH3:18])[CH2:15][CH2:16][CH3:17])[C:11]([C:19]([F:22])([F:21])[F:20])=[CH:10][C:9]=1[NH:23][C:30](=[O:29])[CH2:31][C:32](=[O:52])[C:33]1[CH:38]=[CH:37][CH:36]=[C:35]([N:39]2[C:43]([CH2:44][O:45][CH:46]3[CH2:51][CH2:50][CH2:49][CH2:48][O:47]3)=[CH:42][N:41]=[N:40]2)[CH:34]=1)([CH3:2])([CH3:3])[CH3:4], predict the reactants needed to synthesize it.